Dataset: Forward reaction prediction with 1.9M reactions from USPTO patents (1976-2016). Task: Predict the product of the given reaction. (1) Given the reactants [F:1][C:2]1[C:8]([N:9]2[C:16]3[N:12]([N:13]=[C:14]([C:17]4[CH:18]=[N:19][CH:20]=[CH:21][CH:22]=4)[CH:15]=3)[CH:11]=[CH:10]2)=[CH:7][CH:6]=[CH:5][C:3]=1[NH2:4].[C:23]([C:25]1[CH:26]=[C:27]([CH:31]=[C:32]([S:34]([F:39])([F:38])([F:37])([F:36])[F:35])[CH:33]=1)[C:28](O)=[O:29])#[N:24], predict the reaction product. The product is: [C:23]([C:25]1[CH:26]=[C:27]([CH:31]=[C:32]([S:34]([F:38])([F:39])([F:35])([F:36])[F:37])[CH:33]=1)[C:28]([NH:4][C:3]1[CH:5]=[CH:6][CH:7]=[C:8]([N:9]2[C:16]3[N:12]([N:13]=[C:14]([C:17]4[CH:18]=[N:19][CH:20]=[CH:21][CH:22]=4)[CH:15]=3)[CH:11]=[CH:10]2)[C:2]=1[F:1])=[O:29])#[N:24]. (2) Given the reactants [CH3:1][C:2]1[C:11]([F:12])=[C:10]([S:13]([CH3:16])(=[O:15])=[O:14])[CH:9]=[CH:8][C:3]=1[C:4]([O:6][CH3:7])=[O:5].[Br:17]N1C(=O)CCC1=O.C(OOC(=O)C1C=CC=CC=1)(=O)C1C=CC=CC=1.C1C(=O)N(Br)C(=O)C1.C(OOC(=O)C1C=CC=CC=1)(=O)C1C=CC=CC=1, predict the reaction product. The product is: [CH3:16][S:13]([C:10]1[CH:9]=[CH:8][C:3]([C:4]([O:6][CH3:7])=[O:5])=[C:2]([CH2:1][Br:17])[C:11]=1[F:12])(=[O:14])=[O:15]. (3) Given the reactants C1(P(C2C=CC=CC=2)C2C=CC=CC=2)C=CC=CC=1.[Br:20][C:21]([Br:24])(Br)Br.C(N(CC)CC)C.[C:32]([O:36][C:37](=[O:48])[N:38]([C@H:40]1[CH2:45][CH2:44][C@H:43]([CH:46]=O)[CH2:42][CH2:41]1)[CH3:39])([CH3:35])([CH3:34])[CH3:33], predict the reaction product. The product is: [C:32]([O:36][C:37](=[O:48])[N:38]([C@H:40]1[CH2:45][CH2:44][C@H:43]([CH:46]=[C:21]([Br:24])[Br:20])[CH2:42][CH2:41]1)[CH3:39])([CH3:35])([CH3:33])[CH3:34]. (4) Given the reactants Cl.[Cl:2][C:3]1[CH:4]=[C:5]([C:10]2([C:26]([F:29])([F:28])[F:27])[O:14][CH:13]=[C:12]([C:15]3[CH:20]=[CH:19][C:18]([C:21]4([F:25])[CH2:24][NH:23][CH2:22]4)=[CH:17][CH:16]=3)[CH2:11]2)[CH:6]=[C:7]([Cl:9])[CH:8]=1.CCN(C(C)C)C(C)C.[CH3:39][S:40]([CH2:43][C:44](O)=[O:45])(=[O:42])=[O:41].C(P1(=O)OP(CCC)(=O)OP(CCC)(=O)O1)CC, predict the reaction product. The product is: [Cl:2][C:3]1[CH:4]=[C:5]([C:10]2([C:26]([F:27])([F:29])[F:28])[O:14][CH:13]=[C:12]([C:15]3[CH:20]=[CH:19][C:18]([C:21]4([F:25])[CH2:22][N:23]([C:44](=[O:45])[CH2:43][S:40]([CH3:39])(=[O:42])=[O:41])[CH2:24]4)=[CH:17][CH:16]=3)[CH2:11]2)[CH:6]=[C:7]([Cl:9])[CH:8]=1. (5) Given the reactants [Br:1][C:2]1[CH:3]=[C:4]([NH2:22])[C:5]([NH:17][CH2:18][CH:19]([CH3:21])[CH3:20])=[C:6]([CH:8]([C:11]2[CH:16]=[CH:15][CH:14]=[CH:13][CH:12]=2)[CH:9]=[CH2:10])[CH:7]=1.[N:23]([C:26]1[CH:31]=[CH:30][C:29]([CH3:32])=[CH:28][CH:27]=1)=[C:24]=[O:25].BrC1C=C(C(C2C=CC=CC=2)C=C)C(NCC(C)C)=C(NC(NC2C=CC=CC=2F)=O)C=1, predict the reaction product. The product is: [Br:1][C:2]1[CH:7]=[C:6]([CH:8]([C:11]2[CH:12]=[CH:13][CH:14]=[CH:15][CH:16]=2)[CH:9]=[CH2:10])[C:5]([NH:17][CH2:18][CH:19]([CH3:20])[CH3:21])=[C:4]([NH:22][C:24]([NH:23][C:26]2[CH:31]=[CH:30][C:29]([CH3:32])=[CH:28][CH:27]=2)=[O:25])[CH:3]=1. (6) The product is: [CH2:19]=[CH:18][C:15]1[CH2:16][S:17][C@@H:12]2[C@H:11]([NH:10][C:8](/[C:7](/[C:5]3[N:6]=[C:2]([NH2:1])[S:3][CH:4]=3)=[N:38]\[OH:39])=[O:9])[C:36](=[O:37])[N:13]2[C:14]=1[C:20]([OH:22])=[O:21]. Given the reactants [NH2:1][C:2]1[S:3][CH:4]=[C:5]([C:7](=[N:38][OH:39])[C:8]([NH:10][CH:11]2[C:36](=[O:37])[N:13]3[C:14]([C:20]([O:22]C(C4C=CC=CC=4)C4C=CC=CC=4)=[O:21])=[C:15]([CH:18]=[CH2:19])[CH2:16][S:17][C@H:12]23)=[O:9])[N:6]=1.[B].O1CCCC1.[OH-].[Na+], predict the reaction product. (7) Given the reactants [OH:1][CH:2]1[CH2:5][N:4]([C:6]2[S:7][CH:8]=[C:9]([C:11]([N:13]3[CH2:16][CH:15]([O:17][CH3:18])[CH2:14]3)=[O:12])[N:10]=2)[CH2:3]1.[CH3:19][S:20](Cl)(=[O:22])=[O:21].C(N(CC)CC)C, predict the reaction product. The product is: [CH3:19][S:20]([O:1][CH:2]1[CH2:5][N:4]([C:6]2[S:7][CH:8]=[C:9]([C:11]([N:13]3[CH2:16][CH:15]([O:17][CH3:18])[CH2:14]3)=[O:12])[N:10]=2)[CH2:3]1)(=[O:22])=[O:21].